Task: Regression. Given two drug SMILES strings and cell line genomic features, predict the synergy score measuring deviation from expected non-interaction effect.. Dataset: NCI-60 drug combinations with 297,098 pairs across 59 cell lines (1) Drug 1: C1=CC(=CC=C1CCC2=CNC3=C2C(=O)NC(=N3)N)C(=O)NC(CCC(=O)O)C(=O)O. Drug 2: CC1OCC2C(O1)C(C(C(O2)OC3C4COC(=O)C4C(C5=CC6=C(C=C35)OCO6)C7=CC(=C(C(=C7)OC)O)OC)O)O. Cell line: HL-60(TB). Synergy scores: CSS=91.0, Synergy_ZIP=7.63, Synergy_Bliss=7.18, Synergy_Loewe=7.10, Synergy_HSA=11.3. (2) Cell line: SF-268. Synergy scores: CSS=36.9, Synergy_ZIP=0.898, Synergy_Bliss=-1.15, Synergy_Loewe=-45.7, Synergy_HSA=-2.90. Drug 2: C1CNP(=O)(OC1)N(CCCl)CCCl. Drug 1: CN(CC1=CN=C2C(=N1)C(=NC(=N2)N)N)C3=CC=C(C=C3)C(=O)NC(CCC(=O)O)C(=O)O. (3) Synergy scores: CSS=20.9, Synergy_ZIP=0.840, Synergy_Bliss=2.97, Synergy_Loewe=2.13, Synergy_HSA=4.78. Cell line: OVCAR-8. Drug 1: CS(=O)(=O)OCCCCOS(=O)(=O)C. Drug 2: C1C(C(OC1N2C=NC(=NC2=O)N)CO)O. (4) Drug 1: C1=NC2=C(N=C(N=C2N1C3C(C(C(O3)CO)O)F)Cl)N. Drug 2: CCC1(C2=C(COC1=O)C(=O)N3CC4=CC5=C(C=CC(=C5CN(C)C)O)N=C4C3=C2)O.Cl. Cell line: SW-620. Synergy scores: CSS=32.7, Synergy_ZIP=-0.851, Synergy_Bliss=-1.00, Synergy_Loewe=-10.2, Synergy_HSA=0.514. (5) Cell line: HCT116. Drug 2: COC1=C2C(=CC3=C1OC=C3)C=CC(=O)O2. Drug 1: C1=C(C(=O)NC(=O)N1)F. Synergy scores: CSS=35.5, Synergy_ZIP=0.584, Synergy_Bliss=-7.14, Synergy_Loewe=-14.0, Synergy_HSA=-6.74. (6) Drug 1: C1CCC(C1)C(CC#N)N2C=C(C=N2)C3=C4C=CNC4=NC=N3. Drug 2: CCCCC(=O)OCC(=O)C1(CC(C2=C(C1)C(=C3C(=C2O)C(=O)C4=C(C3=O)C=CC=C4OC)O)OC5CC(C(C(O5)C)O)NC(=O)C(F)(F)F)O. Cell line: SK-OV-3. Synergy scores: CSS=10.3, Synergy_ZIP=0.445, Synergy_Bliss=5.37, Synergy_Loewe=5.53, Synergy_HSA=5.56.